From a dataset of Forward reaction prediction with 1.9M reactions from USPTO patents (1976-2016). Predict the product of the given reaction. (1) Given the reactants [O:1]=[C:2]1[C:7]([C:8]([NH:10][C:11]2[CH:16]=[CH:15][CH:14]=[CH:13][CH:12]=2)=[O:9])=[CH:6][CH:5]=[CH:4][NH:3]1.[CH2:17]([NH:24][C:25]([C:27]1[S:31][C:30](Br)=[N:29][C:28]=1[CH3:33])=[O:26])[C:18]1[CH:23]=[CH:22][CH:21]=[CH:20][CH:19]=1, predict the reaction product. The product is: [CH2:17]([NH:24][C:25]([C:27]1[S:31][C:30]([N:3]2[CH:4]=[CH:5][CH:6]=[C:7]([C:8](=[O:9])[NH:10][C:11]3[CH:16]=[CH:15][CH:14]=[CH:13][CH:12]=3)[C:2]2=[O:1])=[N:29][C:28]=1[CH3:33])=[O:26])[C:18]1[CH:19]=[CH:20][CH:21]=[CH:22][CH:23]=1. (2) Given the reactants Cl[C:2]1[C:7]([C:8]([F:11])([F:10])[F:9])=[CH:6][N:5]=[C:4]([NH:12][C:13]2[CH:14]=[N:15][N:16]([CH:18]3[CH2:23][CH2:22][N:21](C(OC(C)(C)C)=O)[CH2:20][CH2:19]3)[CH:17]=2)[N:3]=1.[C:31]([C:33]1[CH:34]=[C:35]([C:39]2([C:42]([NH2:44])=[O:43])[CH2:41][CH2:40]2)[CH:36]=[CH:37][CH:38]=1)#[CH:32].C1C=CC(P(C2C=CC=CC=2)C2C=CC=CC=2)=CC=1.C(O)(C(F)(F)F)=O, predict the reaction product. The product is: [NH:21]1[CH2:20][CH2:19][CH:18]([N:16]2[CH:17]=[C:13]([NH:12][C:4]3[N:3]=[C:2]([CH2:32][CH2:31][C:33]4[CH:34]=[C:35]([C:39]5([C:42]([NH2:44])=[O:43])[CH2:41][CH2:40]5)[CH:36]=[CH:37][CH:38]=4)[C:7]([C:8]([F:9])([F:10])[F:11])=[CH:6][N:5]=3)[CH:14]=[N:15]2)[CH2:23][CH2:22]1. (3) The product is: [Cl:21][C:22]1[CH:27]=[CH:26][C:25]([NH:28][C:29]([NH:1][C:2]2[CH:20]=[CH:19][C:5]([O:6][C:7]3[C:16]4[NH:15][C:14](=[O:17])[C:13](=[O:18])[NH:12][C:11]=4[N:10]=[CH:9][CH:8]=3)=[CH:4][CH:3]=2)=[O:30])=[CH:24][C:23]=1[C:31]([F:32])([F:33])[F:34]. Given the reactants [NH2:1][C:2]1[CH:20]=[CH:19][C:5]([O:6][C:7]2[C:16]3[NH:15][C:14](=[O:17])[C:13](=[O:18])[NH:12][C:11]=3[N:10]=[CH:9][CH:8]=2)=[CH:4][CH:3]=1.[Cl:21][C:22]1[CH:27]=[CH:26][C:25]([N:28]=[C:29]=[O:30])=[CH:24][C:23]=1[C:31]([F:34])([F:33])[F:32], predict the reaction product.